Dataset: Reaction yield outcomes from USPTO patents with 853,638 reactions. Task: Predict the reaction yield, written as a fraction of the theoretical maximum amount of product (1.0 means a 100% yield; for example, 0.34 means a 34% yield). The reactants are O[CH2:2][C:3]([NH:6][C:7]([NH:9][C:10]1[CH:15]=[CH:14][CH:13]=[CH:12][CH:11]=1)=[S:8])([CH3:5])[CH3:4].[OH-].[Na+]. The catalyst is Cl. The product is [CH3:2][C:3]1([CH3:5])[CH2:4][S:8][C:7]([NH:9][C:10]2[CH:15]=[CH:14][CH:13]=[CH:12][CH:11]=2)=[N:6]1. The yield is 0.180.